This data is from Acute oral toxicity (LD50) regression data from Zhu et al.. The task is: Regression/Classification. Given a drug SMILES string, predict its toxicity properties. Task type varies by dataset: regression for continuous values (e.g., LD50, hERG inhibition percentage) or binary classification for toxic/non-toxic outcomes (e.g., AMES mutagenicity, cardiotoxicity, hepatotoxicity). Dataset: ld50_zhu. (1) The compound is CSC(C)=NOC(=O)N(C)SN(C1CCCCC1)P1(=S)OCC(C)(C)CO1. The rat oral LD50 is 1.75, given as -log10 of the dose in mol/kg body weight (higher means more acutely toxic). (2) The molecule is O=C(OCCCOC(=O)c1ccccc1)c1ccccc1. The rat oral LD50 is 1.07, given as -log10 of the dose in mol/kg body weight (higher means more acutely toxic). (3) The drug is Clc1ccc(Cl)c(Cl)c1Cl. The rat oral LD50 is 2.27, given as -log10 of the dose in mol/kg body weight (higher means more acutely toxic). (4) The compound is C=C(C)C(=O)OC[Si]12OCCN(CCO1)CCO2. The rat oral LD50 is 1.54, given as -log10 of the dose in mol/kg body weight (higher means more acutely toxic). (5) The compound is CCCN(CCC)C(=O)C(Cc1ccc(OCCN(CC)CC)cc1)NC(=O)c1ccccc1. The rat oral LD50 is 2.77, given as -log10 of the dose in mol/kg body weight (higher means more acutely toxic). (6) The compound is CC(=Cc1ccccc1)CNN=C(C)C(=O)O. The rat oral LD50 is 2.53, given as -log10 of the dose in mol/kg body weight (higher means more acutely toxic).